This data is from Reaction yield outcomes from USPTO patents with 853,638 reactions. The task is: Predict the reaction yield, written as a fraction of the theoretical maximum amount of product (1.0 means a 100% yield; for example, 0.34 means a 34% yield). The reactants are CN(C)C(=O)C.O.[Cl:8][C:9]1[CH:21]=[CH:20][C:12]([CH2:13][CH2:14][NH:15][CH2:16][CH:17](O)[CH3:18])=[CH:11][CH:10]=1.S(Cl)([Cl:24])=O. The catalyst is C1(C)C=CC=CC=1.C(O)(C)C. The product is [ClH:8].[Cl:24][CH:17]([CH3:18])[CH2:16][NH:15][CH2:14][CH2:13][C:12]1[CH:20]=[CH:21][C:9]([Cl:8])=[CH:10][CH:11]=1. The yield is 0.743.